This data is from NCI-60 drug combinations with 297,098 pairs across 59 cell lines. The task is: Regression. Given two drug SMILES strings and cell line genomic features, predict the synergy score measuring deviation from expected non-interaction effect. (1) Drug 1: C1CC(=O)NC(=O)C1N2C(=O)C3=CC=CC=C3C2=O. Drug 2: CC12CCC3C(C1CCC2OP(=O)(O)O)CCC4=C3C=CC(=C4)OC(=O)N(CCCl)CCCl.[Na+]. Cell line: KM12. Synergy scores: CSS=-21.4, Synergy_ZIP=6.56, Synergy_Bliss=-4.05, Synergy_Loewe=-30.0, Synergy_HSA=-29.5. (2) Drug 1: CC1=C(N=C(N=C1N)C(CC(=O)N)NCC(C(=O)N)N)C(=O)NC(C(C2=CN=CN2)OC3C(C(C(C(O3)CO)O)O)OC4C(C(C(C(O4)CO)O)OC(=O)N)O)C(=O)NC(C)C(C(C)C(=O)NC(C(C)O)C(=O)NCCC5=NC(=CS5)C6=NC(=CS6)C(=O)NCCC[S+](C)C)O. Synergy scores: CSS=46.7, Synergy_ZIP=-0.397, Synergy_Bliss=-1.17, Synergy_Loewe=-13.2, Synergy_HSA=-0.772. Drug 2: C1C(C(OC1N2C=NC3=C2NC=NCC3O)CO)O. Cell line: NCI/ADR-RES. (3) Drug 1: CC1C(C(CC(O1)OC2CC(CC3=C2C(=C4C(=C3O)C(=O)C5=C(C4=O)C(=CC=C5)OC)O)(C(=O)CO)O)N)O.Cl. Drug 2: C1CCN(CC1)CCOC2=CC=C(C=C2)C(=O)C3=C(SC4=C3C=CC(=C4)O)C5=CC=C(C=C5)O. Cell line: EKVX. Synergy scores: CSS=1.18, Synergy_ZIP=0.808, Synergy_Bliss=0.785, Synergy_Loewe=-2.30, Synergy_HSA=-1.98. (4) Drug 1: CN(C)C1=NC(=NC(=N1)N(C)C)N(C)C. Drug 2: C1C(C(OC1N2C=NC3=C(N=C(N=C32)Cl)N)CO)O. Cell line: HCT-15. Synergy scores: CSS=1.41, Synergy_ZIP=-2.62, Synergy_Bliss=-1.04, Synergy_Loewe=-19.4, Synergy_HSA=-4.15. (5) Drug 1: CC1CCC2CC(C(=CC=CC=CC(CC(C(=O)C(C(C(=CC(C(=O)CC(OC(=O)C3CCCCN3C(=O)C(=O)C1(O2)O)C(C)CC4CCC(C(C4)OC)O)C)C)O)OC)C)C)C)OC. Drug 2: C1CN(CCN1C(=O)CCBr)C(=O)CCBr. Cell line: OVCAR-5. Synergy scores: CSS=31.6, Synergy_ZIP=-8.20, Synergy_Bliss=-2.65, Synergy_Loewe=-1.23, Synergy_HSA=0.377. (6) Drug 1: CCCS(=O)(=O)NC1=C(C(=C(C=C1)F)C(=O)C2=CNC3=C2C=C(C=N3)C4=CC=C(C=C4)Cl)F. Drug 2: B(C(CC(C)C)NC(=O)C(CC1=CC=CC=C1)NC(=O)C2=NC=CN=C2)(O)O. Cell line: OVCAR-8. Synergy scores: CSS=-1.73, Synergy_ZIP=1.24, Synergy_Bliss=-0.620, Synergy_Loewe=-1.90, Synergy_HSA=-3.00. (7) Drug 1: CC1OCC2C(O1)C(C(C(O2)OC3C4COC(=O)C4C(C5=CC6=C(C=C35)OCO6)C7=CC(=C(C(=C7)OC)O)OC)O)O. Drug 2: C1CC(=O)NC(=O)C1N2C(=O)C3=CC=CC=C3C2=O. Cell line: HCT-15. Synergy scores: CSS=31.7, Synergy_ZIP=-1.52, Synergy_Bliss=-3.88, Synergy_Loewe=-33.5, Synergy_HSA=-4.25.